Dataset: Reaction yield outcomes from USPTO patents with 853,638 reactions. Task: Predict the reaction yield, written as a fraction of the theoretical maximum amount of product (1.0 means a 100% yield; for example, 0.34 means a 34% yield). (1) The reactants are [CH:1]1([C:4]([NH:6][C:7]2[N:8]=[C:9]3[CH:14]=[CH:13][C:12]([O:15][C:16]4[CH:17]=[C:18]([CH:22]=[CH:23][CH:24]=4)[C:19]([OH:21])=O)=[N:11][N:10]3[CH:25]=2)=[O:5])[CH2:3][CH2:2]1.[NH2:26][C:27]1[CH:32]=[CH:31][C:30]([C:33]([CH3:37])([CH3:36])[C:34]#[N:35])=[CH:29][CH:28]=1.Cl.CN(C)CCCN=C=NCC. The catalyst is CN(C)C1C=CN=CC=1.N1C=CC=CC=1. The product is [C:34]([C:33]([C:30]1[CH:29]=[CH:28][C:27]([NH:26][C:19](=[O:21])[C:18]2[CH:22]=[CH:23][CH:24]=[C:16]([O:15][C:12]3[CH:13]=[CH:14][C:9]4[N:10]([CH:25]=[C:7]([NH:6][C:4]([CH:1]5[CH2:3][CH2:2]5)=[O:5])[N:8]=4)[N:11]=3)[CH:17]=2)=[CH:32][CH:31]=1)([CH3:37])[CH3:36])#[N:35]. The yield is 0.570. (2) The reactants are [CH:1]([C:3]1[CH:11]=[CH:10][CH:9]=[C:8]2[C:4]=1[CH:5]=[CH:6][NH:7]2)=[O:2].[OH-].[K+].[CH3:14][O:15][CH2:16][CH2:17]Br. The catalyst is CS(C)=O. The product is [CH3:14][O:15][CH2:16][CH2:17][N:7]1[C:8]2[CH:9]=[CH:10][CH:11]=[C:3]([CH:1]=[O:2])[C:4]=2[CH:5]=[CH:6]1. The yield is 0.890. (3) The reactants are N[C:2]1[S:3][C:4]([CH3:11])=[C:5]([C:7]([O:9][CH3:10])=[O:8])[N:6]=1.N(OC(C)(C)C)=O. The catalyst is O1CCCC1.O. The product is [CH3:11][C:4]1[S:3][CH:2]=[N:6][C:5]=1[C:7]([O:9][CH3:10])=[O:8]. The yield is 0.600. (4) The reactants are [CH3:1][C:2]1([CH3:34])[CH2:11][CH2:10][C:9]([CH3:13])([CH3:12])[C:8]2[CH:7]=[C:6]([O:14][CH2:15][CH2:16][O:17][C:18]3[CH:33]=[CH:32][C:21]([CH2:22][CH:23]([C:28]([O:30]C)=[O:29])[C:24]([O:26]C)=[O:25])=[CH:20][CH:19]=3)[CH:5]=[CH:4][C:3]1=2.[OH-].[Na+]. The catalyst is CO.O1CCCC1. The product is [CH3:1][C:2]1([CH3:34])[CH2:11][CH2:10][C:9]([CH3:12])([CH3:13])[C:8]2[CH:7]=[C:6]([O:14][CH2:15][CH2:16][O:17][C:18]3[CH:19]=[CH:20][C:21]([CH2:22][CH:23]([C:24]([OH:26])=[O:25])[C:28]([OH:30])=[O:29])=[CH:32][CH:33]=3)[CH:5]=[CH:4][C:3]1=2. The yield is 0.980. (5) The reactants are [NH2:1][CH2:2][C:3]1[CH:11]=[CH:10][C:6]([C:7]([OH:9])=[O:8])=[CH:5][CH:4]=1.O=S(Cl)Cl.[CH3:16]O. No catalyst specified. The product is [NH2:1][CH2:2][C:3]1[CH:4]=[CH:5][C:6]([C:7]([O:9][CH3:16])=[O:8])=[CH:10][CH:11]=1. The yield is 0.790. (6) The reactants are [CH3:1][C:2]1([CH3:8])[O:6][C:5](=[O:7])[CH2:4][CH2:3]1.[Li+].CC([N-]C(C)C)C.[CH:17]1([C:20]2[N:24]([C:25]([O:27][C:28]([CH3:31])([CH3:30])[CH3:29])=[O:26])[C:23]3[CH:32]=[C:33]([C:38]4[C:39]([CH3:44])=[N:40][O:41][C:42]=4[CH3:43])[CH:34]=[C:35]([CH:36]=[O:37])[C:22]=3[N:21]=2)[CH2:19][CH2:18]1. No catalyst specified. The product is [CH:17]1([C:20]2[N:24]([C:25]([O:27][C:28]([CH3:31])([CH3:30])[CH3:29])=[O:26])[C:23]3[CH:32]=[C:33]([C:38]4[C:39]([CH3:44])=[N:40][O:41][C:42]=4[CH3:43])[CH:34]=[C:35]([CH:36]([CH:4]4[CH2:3][C:2]([CH3:8])([CH3:1])[O:6][C:5]4=[O:7])[OH:37])[C:22]=3[N:21]=2)[CH2:18][CH2:19]1. The yield is 0.100. (7) The reactants are [CH3:1][C:2]([N:12]1[C:16]2[N:17]=[C:18]([NH:21]CC3C=CC(OC)=CC=3)[N:19]=[CH:20][C:15]=2[C:14]([C:31]([C:33]2[CH:40]=[CH:39][C:36]([C:37]#[N:38])=[C:35]([NH:41]CC3C=CC(OC)=CC=3)[CH:34]=2)=[O:32])=[CH:13]1)([CH3:11])[CH2:3][O:4]C1CCCCO1. The product is [NH2:41][C:35]1[CH:34]=[C:33]([C:31]([C:14]2[C:15]3[CH:20]=[N:19][C:18]([NH2:21])=[N:17][C:16]=3[N:12]([C:2]([CH3:11])([CH3:1])[CH2:3][OH:4])[CH:13]=2)=[O:32])[CH:40]=[CH:39][C:36]=1[C:37]#[N:38]. The yield is 0.730. The catalyst is C(O)(C(F)(F)F)=O.